From a dataset of Full USPTO retrosynthesis dataset with 1.9M reactions from patents (1976-2016). Predict the reactants needed to synthesize the given product. (1) Given the product [CH:34]1([O:33][C:31]([NH:30][C@@H:25]([C:26]([CH3:29])([CH3:28])[CH3:27])[C:24]([N:6]2[C@H:7]([C:21]([OH:23])=[O:22])[CH2:8][C@@:9]3([CH2:13][C:12](=[O:14])[N:11]([C:15]4[CH:20]=[CH:19][CH:18]=[CH:17][CH:16]=4)[CH2:10]3)[CH2:5]2)=[O:39])=[O:32])[CH2:35][CH2:36][CH2:37][CH2:38]1, predict the reactants needed to synthesize it. The reactants are: C([CH:5]1[C@@:9]2([CH2:13][C:12](=[O:14])[N:11]([C:15]3[CH:20]=[CH:19][CH:18]=[CH:17][CH:16]=3)[CH2:10]2)[CH2:8][C@@H:7]([C:21]([OH:23])=[O:22])[N:6]1[C:24](=[O:39])[C@@H:25]([NH:30][C:31]([O:33][CH:34]1[CH2:38][CH2:37][CH2:36][CH2:35]1)=[O:32])[C:26]([CH3:29])([CH3:28])[CH3:27])(C)(C)C.N1CCC[C@H]1C(O)=O.FC(F)(F)C(O)=O. (2) Given the product [ClH:1].[CH:3]1([N:7]2[CH2:13][CH2:12][CH2:11][N:10]([C:68]([C:65]3[CH:64]=[CH:63][C:62]([C:59]4[CH:60]=[CH:61][C:56]([C:54]#[N:55])=[CH:57][CH:58]=4)=[CH:67][CH:66]=3)=[O:69])[CH2:9][CH2:8]2)[CH2:6][CH2:5][CH2:4]1, predict the reactants needed to synthesize it. The reactants are: [ClH:1].Cl.[CH:3]1([N:7]2[CH2:13][CH2:12][CH2:11][NH:10][CH2:9][CH2:8]2)[CH2:6][CH2:5][CH2:4]1.CCN(CC1C=CC=CC=1)CC.C=CC1C=CC=CC=1.C=CC1C=CC(C=C)=CC=1.C1C=CC2N(O)N=NC=2C=1.[C:54]([C:56]1[CH:61]=[CH:60][C:59]([C:62]2[CH:67]=[CH:66][C:65]([C:68](O)=[O:69])=[CH:64][CH:63]=2)=[CH:58][CH:57]=1)#[N:55].